Dataset: HIV replication inhibition screening data with 41,000+ compounds from the AIDS Antiviral Screen. Task: Binary Classification. Given a drug SMILES string, predict its activity (active/inactive) in a high-throughput screening assay against a specified biological target. The molecule is COC(=O)C1C(CO)C(n2cc(C)c(=O)[nH]c2=O)C1(C)C. The result is 0 (inactive).